This data is from Catalyst prediction with 721,799 reactions and 888 catalyst types from USPTO. The task is: Predict which catalyst facilitates the given reaction. Reactant: CS(C)=O.C(Cl)(=O)C(Cl)=O.[CH3:11][O:12][C:13]1[C:18]2[C:19](=[O:37])[N:20]3[CH2:35][C@H:34]([OH:36])[CH2:33][C@H:21]3[C:22](=[O:32])[N:23]([CH2:24][O:25][CH2:26][CH2:27][Si:28]([CH3:31])([CH3:30])[CH3:29])[C:17]=2[CH:16]=[CH:15][C:14]=1[O:38][CH3:39]. Product: [CH3:11][O:12][C:13]1[C:18]2[C:19](=[O:37])[N:20]3[CH2:35][C:34](=[O:36])[CH2:33][C@H:21]3[C:22](=[O:32])[N:23]([CH2:24][O:25][CH2:26][CH2:27][Si:28]([CH3:31])([CH3:29])[CH3:30])[C:17]=2[CH:16]=[CH:15][C:14]=1[O:38][CH3:39]. The catalyst class is: 34.